Dataset: Forward reaction prediction with 1.9M reactions from USPTO patents (1976-2016). Task: Predict the product of the given reaction. (1) Given the reactants [CH3:1][C@@H:2]1[CH2:6][CH2:5][CH2:4][N:3]1[CH2:7][CH2:8][C:9]1[CH:14]=[CH:13][C:12]([C:15]2[CH:20]=[CH:19][C:18]([CH2:21][CH2:22][OH:23])=[CH:17][CH:16]=2)=[CH:11][CH:10]=1.Br[CH2:25][C:26]([O:28]C(C)(C)C)=[O:27].C([O-])([O-])=O.[Na+].[Na+], predict the reaction product. The product is: [CH3:1][C@@H:2]1[CH2:6][CH2:5][CH2:4][N:3]1[CH2:7][CH2:8][C:9]1[CH:14]=[CH:13][C:12]([C:15]2[CH:16]=[CH:17][C:18]([CH2:21][CH2:22][O:23][CH2:25][C:26]([OH:28])=[O:27])=[CH:19][CH:20]=2)=[CH:11][CH:10]=1. (2) Given the reactants [CH2:1]([O:5][C@H:6]1[C@@H:11]([NH:12][C:13]([C:15]2[NH:16][C:17]([CH2:21][CH3:22])=[C:18]([Cl:20])[N:19]=2)=[O:14])[CH2:10][CH2:9][N:8]([C:23]2[S:24][C:25]([C:28]([O:30]CC)=[O:29])=[CH:26][N:27]=2)[CH2:7]1)[CH2:2][CH2:3][CH3:4].[OH-].[Li+].CO, predict the reaction product. The product is: [CH2:1]([O:5][C@H:6]1[C@@H:11]([NH:12][C:13]([C:15]2[NH:16][C:17]([CH2:21][CH3:22])=[C:18]([Cl:20])[N:19]=2)=[O:14])[CH2:10][CH2:9][N:8]([C:23]2[S:24][C:25]([C:28]([OH:30])=[O:29])=[CH:26][N:27]=2)[CH2:7]1)[CH2:2][CH2:3][CH3:4]. (3) Given the reactants [CH3:1][N:2]([CH3:21])[C:3]([C:5]1[C:15]([CH2:16]N(C)C)=[C:14]([OH:20])[C:8]2[N:9]=[C:10]([CH3:13])[N:11]([CH3:12])[C:7]=2[CH:6]=1)=[O:4].[F:22][C:23]1[CH:28]=[CH:27][C:26]([C:29](N2CCCC2)=[CH2:30])=[C:25]([CH3:36])[CH:24]=1.C[O:38]CCOC, predict the reaction product. The product is: [CH3:21][N:2]([CH3:1])[C:3]([C:5]1[C:15]([CH2:16][CH2:30][C:29]([C:26]2[CH:27]=[CH:28][C:23]([F:22])=[CH:24][C:25]=2[CH3:36])=[O:38])=[C:14]([OH:20])[C:8]2[N:9]=[C:10]([CH3:13])[N:11]([CH3:12])[C:7]=2[CH:6]=1)=[O:4]. (4) Given the reactants [CH3:1][O:2][C:3](=[O:11])[C:4]1[CH:9]=[CH:8][C:7](Br)=[CH:6][CH:5]=1.[CH3:12][Si:13]([C:16]#[CH:17])([CH3:15])[CH3:14].C(N(CC)CC)C, predict the reaction product. The product is: [CH3:1][O:2][C:3](=[O:11])[C:4]1[CH:9]=[CH:8][C:7]([C:17]#[C:16][Si:13]([CH3:15])([CH3:14])[CH3:12])=[CH:6][CH:5]=1. (5) Given the reactants C[C:2]1[C:3]([Br:12])=[CH:4][C:5]2[NH:10][CH2:9][CH2:8][NH:7][C:6]=2[N:11]=1.[Cl:13][C:14]1[C:21]([F:22])=[CH:20][CH:19]=[C:18]([F:23])[C:15]=1[CH2:16]Br.[C:24](#N)C, predict the reaction product. The product is: [Br:12][C:3]1[CH:2]=[N:11][C:6]2[NH:7][CH2:8][CH2:9][N:10]([CH2:16][C:15]3[C:18]([F:23])=[CH:19][CH:20]=[C:21]([F:22])[C:14]=3[Cl:13])[C:5]=2[C:4]=1[CH3:24]. (6) Given the reactants [F:1][C:2]1[C:10]([O:11][C:12]2[C:21]3[C:16](=[CH:17][C:18](O)=[C:19]([O:22][CH3:23])[CH:20]=3)[N:15]=[N:14][CH:13]=2)=[CH:9][CH:8]=[C:7]2[C:3]=1[CH:4]=[C:5]([CH3:25])[NH:6]2.C(OC(N1CCC(COS(C2C=CC(C)=CC=2)(=O)=O)CC1)=O)(C)(C)C.C(=O)([O-])[O-].[K+].[K+], predict the reaction product. The product is: [F:1][C:2]1[C:10]([O:11][C:12]2[C:21]3[C:16](=[CH:17][CH:18]=[C:19]([O:22][CH3:23])[CH:20]=3)[N:15]=[N:14][CH:13]=2)=[CH:9][CH:8]=[C:7]2[C:3]=1[CH:4]=[C:5]([CH3:25])[NH:6]2. (7) Given the reactants [CH2:1]([O:8][CH2:9][CH2:10][OH:11])[C:2]1[CH:7]=[CH:6][CH:5]=[CH:4][CH:3]=1.[Br:12][CH2:13][CH2:14][CH2:15][CH2:16][CH2:17][CH2:18]Br.[OH-].[Na+].BrC(Br)CCCCC, predict the reaction product. The product is: [Br:12][CH2:13][CH2:14][CH2:15][CH2:16][CH2:17][CH2:18][O:11][CH2:10][CH2:9][O:8][CH2:1][C:2]1[CH:7]=[CH:6][CH:5]=[CH:4][CH:3]=1.